This data is from Catalyst prediction with 721,799 reactions and 888 catalyst types from USPTO. The task is: Predict which catalyst facilitates the given reaction. (1) Reactant: C([NH:20][C:21]1[NH:22][C:23](=O)[C:24]2[N:25]=[CH:26][N:27](C(C3C=CC=CC=3)(C3C=CC=CC=3)C3C=CC=CC=3)[C:28]=2[N:29]=1)(C1C=CC=CC=1)(C1C=CC=CC=1)C1C=CC=CC=1.II.C1C=CC(P(C2C=CC=CC=2)C2C=CC=CC=2)=CC=1.[NH:71]1[CH:75]=[CH:74][N:73]=[CH:72]1.CCN(C(C)C)C(C)C. Product: [NH2:20][C:21]1[N:29]=[C:28]2[C:24]([NH:25][CH:26]=[N:27]2)=[C:23]([N:71]2[CH:75]=[CH:74][N:73]=[CH:72]2)[N:22]=1. The catalyst class is: 11. (2) Reactant: Cl[C:2]1[N:7]=[N:6][C:5]([CH3:8])=[C:4]([C:9]2[S:13][C:12]([C:14]([O:16][CH3:17])=[O:15])=[CH:11][CH:10]=2)[CH:3]=1.[C:18]([O-])([O-])=O.[Cs+].[Cs+].CB1OB(C)OB(C)O1. Product: [CH3:8][C:5]1[N:6]=[N:7][C:2]([CH3:18])=[CH:3][C:4]=1[C:9]1[S:13][C:12]([C:14]([O:16][CH3:17])=[O:15])=[CH:11][CH:10]=1. The catalyst class is: 117. (3) Reactant: [CH3:1][O:2][C:3]1[CH:9]=[CH:8][C:6]([NH2:7])=[C:5]([CH3:10])[CH:4]=1.[Br:11]Br. Product: [BrH:11].[Br:11][C:8]1[CH:9]=[C:3]([O:2][CH3:1])[CH:4]=[C:5]([CH3:10])[C:6]=1[NH2:7]. The catalyst class is: 22.